Dataset: Full USPTO retrosynthesis dataset with 1.9M reactions from patents (1976-2016). Task: Predict the reactants needed to synthesize the given product. (1) The reactants are: [C:1](=[S:3])=[S:2].[C:4]1([C:18](=[O:20])[CH3:19])[C:17]2[S:16][C:15]3[C:10](=[CH:11][CH:12]=[CH:13][CH:14]=3)[S:9][C:8]=2[CH:7]=[CH:6][CH:5]=1.CC(C)([O-])C.[K+]. Given the product [O:20]=[C:18]([C:4]1[C:17]2[S:16][C:15]3[C:10](=[CH:11][CH:12]=[CH:13][CH:14]=3)[S:9][C:8]=2[CH:7]=[CH:6][CH:5]=1)[CH2:19][C:1]([SH:3])=[S:2], predict the reactants needed to synthesize it. (2) Given the product [CH3:1][O:2][C:3]1[CH:4]=[C:5]2[C:13](=[CH:14][CH:15]=1)[NH:12][C:11]1[C:10](=[O:16])[NH:9][CH:8]([CH2:17][CH2:18][C:19]([O:21][CH3:22])=[O:20])[CH2:7][C:6]2=1, predict the reactants needed to synthesize it. The reactants are: [CH3:1][O:2][C:3]1[CH:4]=[C:5]2[C:13](=[CH:14][CH:15]=1)[NH:12][C:11]1[C:10](=[O:16])[NH:9][CH:8]([CH2:17][CH2:18][C:19]([OH:21])=[O:20])[CH2:7][C:6]2=1.[CH2:22](OCC)C. (3) The reactants are: [CH3:1][O:2][C:3](=[O:18])[C:4]([CH3:17])([CH3:16])[CH:5]([CH:13]1[CH2:15][CH2:14]1)[NH:6]S(C(C)(C)C)=O.[ClH:19].O1CCOCC1. Given the product [ClH:19].[CH3:1][O:2][C:3](=[O:18])[C:4]([CH3:16])([CH3:17])[CH:5]([NH2:6])[CH:13]1[CH2:15][CH2:14]1, predict the reactants needed to synthesize it. (4) Given the product [NH:1]1[C:9]2[C:4](=[CH:5][C:6]3[CH2:11][CH:10]([C:12]#[N:13])[C:7]=3[CH:8]=2)[CH2:3][CH2:2]1, predict the reactants needed to synthesize it. The reactants are: [NH:1]1[C:9]2[C:4](=[CH:5][C:6]3[CH2:11][CH:10]([C:12]#[N:13])[C:7]=3[CH:8]=2)[CH:3]=[CH:2]1.C([BH3-])#N.[Na+].[OH-].[Na+]. (5) Given the product [Br:7][C:8]1[CH:9]=[C:10]([F:16])[C:11]([C:25]2[O:29][CH:28]=[N:27][CH:26]=2)=[C:12]([F:14])[CH:13]=1, predict the reactants needed to synthesize it. The reactants are: C([O-])([O-])=O.[Na+].[Na+].[Br:7][C:8]1[CH:9]=[C:10]([F:16])[C:11](I)=[C:12]([F:14])[CH:13]=1.CC1(C)C(C)(C)OB([C:25]2[O:29][C:28]([Si](C(C)C)(C(C)C)C(C)C)=[N:27][CH:26]=2)O1.